Dataset: Catalyst prediction with 721,799 reactions and 888 catalyst types from USPTO. Task: Predict which catalyst facilitates the given reaction. Reactant: [F:1][C:2]1[CH:7]=[C:6]([F:8])[CH:5]=[CH:4][C:3]=1[N:9]1[N:17]=[C:16]([C:18]([OH:20])=O)[C:15]2[CH:14]3[CH2:21][CH:11]([CH2:12][CH2:13]3)[C:10]1=2.CCN(CC)CC.CN([P+](ON1N=NC2C=CC=CC1=2)(N(C)C)N(C)C)C.F[P-](F)(F)(F)(F)F.[NH2:56][C:57]([CH3:61])([CH3:60])[CH2:58][OH:59]. Product: [OH:59][CH2:58][C:57]([NH:56][C:18]([C:16]1[C:15]2[CH:14]3[CH2:21][CH:11]([CH2:12][CH2:13]3)[C:10]=2[N:9]([C:3]2[CH:4]=[CH:5][C:6]([F:8])=[CH:7][C:2]=2[F:1])[N:17]=1)=[O:20])([CH3:61])[CH3:60]. The catalyst class is: 18.